Dataset: Ames mutagenicity test results for genotoxicity prediction. Task: Regression/Classification. Given a drug SMILES string, predict its toxicity properties. Task type varies by dataset: regression for continuous values (e.g., LD50, hERG inhibition percentage) or binary classification for toxic/non-toxic outcomes (e.g., AMES mutagenicity, cardiotoxicity, hepatotoxicity). Dataset: ames. (1) The compound is O=C=Nc1ccc(Cc2ccc(N=C=O)cc2)cc1. The result is 0 (non-mutagenic). (2) The compound is C[C@H]1Cc2c(Cl)cc(C(=O)N[C@H](Cc3ccccc3)C(=O)O)c(O)c2C(=O)O1. The result is 0 (non-mutagenic). (3) The molecule is CN(C)CCCN1c2ccccc2Sc2ccc(Cl)cc21. The result is 0 (non-mutagenic). (4) The compound is ONc1ccc(Oc2ccccc2)cc1. The result is 1 (mutagenic). (5) The drug is Cc1ccc(S(=O)(=O)NC(=O)Nc2ncc([N+](=O)[O-])s2)cc1. The result is 0 (non-mutagenic). (6) The molecule is CC(Cl)C(=O)O. The result is 0 (non-mutagenic). (7) The molecule is O=CN(O)c1ccc(-c2ccccc2)cc1. The result is 1 (mutagenic).